From a dataset of NCI-60 drug combinations with 297,098 pairs across 59 cell lines. Regression. Given two drug SMILES strings and cell line genomic features, predict the synergy score measuring deviation from expected non-interaction effect. (1) Drug 1: CC1=C2C(C(=O)C3(C(CC4C(C3C(C(C2(C)C)(CC1OC(=O)C(C(C5=CC=CC=C5)NC(=O)OC(C)(C)C)O)O)OC(=O)C6=CC=CC=C6)(CO4)OC(=O)C)O)C)O. Drug 2: CC1CCCC2(C(O2)CC(NC(=O)CC(C(C(=O)C(C1O)C)(C)C)O)C(=CC3=CSC(=N3)C)C)C. Cell line: 786-0. Synergy scores: CSS=48.5, Synergy_ZIP=-3.19, Synergy_Bliss=-3.43, Synergy_Loewe=-0.750, Synergy_HSA=-0.0944. (2) Drug 1: C1CCN(CC1)CCOC2=CC=C(C=C2)C(=O)C3=C(SC4=C3C=CC(=C4)O)C5=CC=C(C=C5)O. Drug 2: CN(C)C1=NC(=NC(=N1)N(C)C)N(C)C. Cell line: NCI-H522. Synergy scores: CSS=0.894, Synergy_ZIP=0.437, Synergy_Bliss=0.939, Synergy_Loewe=-2.30, Synergy_HSA=-1.61.